From a dataset of Full USPTO retrosynthesis dataset with 1.9M reactions from patents (1976-2016). Predict the reactants needed to synthesize the given product. (1) Given the product [C:1]([O:5][C@@H:6]([C:11]1[C:40]([CH3:41])=[C:39]([C:51]#[N:52])[C:38]2=[N:43][C:35]3=[CH:36][N:37]2[C:12]=1[N:13]1[CH2:49][CH2:48][C:16]([CH3:50])([O:17][CH2:18][CH2:19][CH2:20][CH2:21][C@H:22]([CH3:47])[O:23][C:24]2[CH:25]=[CH:26][C:27]([F:46])=[CH:28][C:29]=2[C:30]2[CH:45]=[C:34]3[CH:33]=[CH:32][CH:31]=2)[CH2:15][CH2:14]1)[C:7]([O:9][CH3:10])=[O:8])([CH3:4])([CH3:3])[CH3:2], predict the reactants needed to synthesize it. The reactants are: [C:1]([O:5][C@@H:6]([C:11]1[C:40]([CH3:41])=[C:39](Br)[C:38]2=[N:43][C:35]3=[C:36](Br)[N:37]2[C:12]=1[N:13]1[CH2:49][CH2:48][C:16]([CH3:50])([O:17][CH2:18][CH2:19][CH2:20][CH2:21][C@H:22]([CH3:47])[O:23][C:24]2[CH:25]=[CH:26][C:27]([F:46])=[CH:28][C:29]=2[C:30]2[CH:45]=[C:34]3[CH:33]=[CH:32][CH:31]=2)[CH2:15][CH2:14]1)[C:7]([O:9][CH3:10])=[O:8])([CH3:4])([CH3:3])[CH3:2].[C:51]([Zn]C#N)#[N:52]. (2) Given the product [C:1]([O:5][C:6]([N:8]1[CH2:13][CH:12]=[C:11]([C:14]2[C:22]3[S:21][C:20]([NH:23][C:24](=[O:33])[C:25]4[CH:30]=[CH:29][C:28]([CH2:31][N:40]([CH2:39][CH2:38][O:37][CH3:36])[CH3:41])=[CH:27][CH:26]=4)=[N:19][C:18]=3[C:17]([O:34][CH3:35])=[CH:16][CH:15]=2)[CH2:10][CH2:9]1)=[O:7])([CH3:4])([CH3:3])[CH3:2], predict the reactants needed to synthesize it. The reactants are: [C:1]([O:5][C:6]([N:8]1[CH2:13][CH:12]=[C:11]([C:14]2[C:22]3[S:21][C:20]([NH:23][C:24](=[O:33])[C:25]4[CH:30]=[CH:29][C:28]([CH2:31]Cl)=[CH:27][CH:26]=4)=[N:19][C:18]=3[C:17]([O:34][CH3:35])=[CH:16][CH:15]=2)[CH2:10][CH2:9]1)=[O:7])([CH3:4])([CH3:3])[CH3:2].[CH3:36][O:37][CH2:38][CH2:39][NH:40][CH3:41]. (3) The reactants are: [CH:1]([C:3]1[CH:8]=[CH:7][C:6]([N:9]2[CH2:13][C@H:12]([CH2:14][NH:15][C:16](=[O:18])[CH3:17])[O:11][C:10]2=[O:19])=[CH:5][CH:4]=1)=O.N1CCCCC1.[S:26]1[CH2:30][C:29](=[O:31])[NH:28][C:27]1=[O:32]. Given the product [O:32]=[C:27]1[NH:28][C:29](=[O:31])/[C:30](=[CH:1]/[C:3]2[CH:8]=[CH:7][C:6]([N:9]3[CH2:13][C@H:12]([CH2:14][NH:15][C:16](=[O:18])[CH3:17])[O:11][C:10]3=[O:19])=[CH:5][CH:4]=2)/[S:26]1, predict the reactants needed to synthesize it. (4) Given the product [C:1]([O:5][C:6]([N:8]1[CH2:9][CH2:10][C:11](=[C:14]([C:20]2[CH:21]=[CH:22][CH:23]=[CH:24][CH:25]=2)[C:15]#[C:16][C:17](=[O:19])[CH3:18])[CH2:12][CH2:13]1)=[O:7])([CH3:2])([CH3:3])[CH3:4], predict the reactants needed to synthesize it. The reactants are: [C:1]([O:5][C:6]([N:8]1[CH2:13][CH2:12][C:11](=[C:14]([C:20]2[CH:25]=[CH:24][CH:23]=[CH:22][CH:21]=2)[C:15]#[C:16][CH:17]([OH:19])[CH3:18])[CH2:10][CH2:9]1)=[O:7])([CH3:4])([CH3:3])[CH3:2]. (5) The reactants are: [CH3:1][S:2]([C:5]1[CH:6]=[CH:7][C:8]([S:14][CH2:15][C:16]([F:19])([F:18])[F:17])=[C:9]([CH:13]=1)[C:10]([OH:12])=O)(=[O:4])=[O:3].[N:20]1([C:26]2[N:31]=[CH:30][C:29]([C:32]([F:35])([F:34])[F:33])=[CH:28][N:27]=2)[CH2:25][CH2:24][NH:23][CH2:22][CH2:21]1. Given the product [CH3:1][S:2]([C:5]1[CH:6]=[CH:7][C:8]([S:14][CH2:15][C:16]([F:19])([F:18])[F:17])=[C:9]([C:10]([N:23]2[CH2:24][CH2:25][N:20]([C:26]3[N:27]=[CH:28][C:29]([C:32]([F:35])([F:33])[F:34])=[CH:30][N:31]=3)[CH2:21][CH2:22]2)=[O:12])[CH:13]=1)(=[O:3])=[O:4], predict the reactants needed to synthesize it.